Dataset: Full USPTO retrosynthesis dataset with 1.9M reactions from patents (1976-2016). Task: Predict the reactants needed to synthesize the given product. (1) Given the product [CH3:3][CH:4]1[C:9]2[N:10]=[CH:11][NH:12][C:8]=2[CH2:7][CH2:6][N:5]1[C:20]([O:22][CH2:23][C:24]1[CH:29]=[CH:28][CH:27]=[CH:26][CH:25]=1)=[O:21], predict the reactants needed to synthesize it. The reactants are: Cl.Cl.[CH3:3][CH:4]1[C:9]2[N:10]=[CH:11][NH:12][C:8]=2[CH2:7][CH2:6][NH:5]1.C([O-])([O-])=O.[K+].[K+].Cl[C:20]([O:22][CH2:23][C:24]1[CH:29]=[CH:28][CH:27]=[CH:26][CH:25]=1)=[O:21].[OH-].[Na+].Cl. (2) Given the product [CH3:52][O:51][C:49](=[O:50])[C:48]([NH:47][C:45]([O:44][C:41]([CH3:42])([CH3:40])[CH3:43])=[O:46])=[CH:23][C:21]1[CH:20]=[CH:19][C:17]2[O:18][C@@H:13]([C:9]3[CH:10]=[CH:11][CH:12]=[C:7]([O:6][CH2:5][C:4]4[CH:25]=[CH:26][C:27]([Cl:28])=[C:2]([Cl:1])[CH:3]=4)[CH:8]=3)[CH2:14][O:15][C:16]=2[CH:22]=1, predict the reactants needed to synthesize it. The reactants are: [Cl:1][C:2]1[CH:3]=[C:4]([CH:25]=[CH:26][C:27]=1[Cl:28])[CH2:5][O:6][C:7]1[CH:8]=[C:9]([C@@H:13]2[O:18][C:17]3[CH:19]=[CH:20][C:21]([CH:23]=O)=[CH:22][C:16]=3[O:15][CH2:14]2)[CH:10]=[CH:11][CH:12]=1.C1CCN2C(=NCCC2)CC1.[CH3:40][C:41]([O:44][C:45]([NH:47][CH:48](P(OC)(OC)=O)[C:49]([O:51][CH3:52])=[O:50])=[O:46])([CH3:43])[CH3:42]. (3) Given the product [CH3:1][C:2]1[CH:7]=[CH:6][C:5]([C:8]2[O:9][C:10]([CH3:13])=[N:11][N:12]=2)=[CH:4][C:3]=1[C:14]1[CH:15]=[CH:16][C:17]([C:20]([NH:23][C:24]2[CH:40]=[CH:39][CH:38]=[C:26]([CH2:27][NH:28][C:29]([NH:31][C:32]3[CH:37]=[CH:36][CH:35]=[CH:34][CH:33]=3)=[O:30])[CH:25]=2)=[O:21])=[CH:18][CH:19]=1, predict the reactants needed to synthesize it. The reactants are: [CH3:1][C:2]1[CH:7]=[CH:6][C:5]([C:8]2[O:9][C:10]([CH3:13])=[N:11][N:12]=2)=[CH:4][C:3]=1[C:14]1[CH:19]=[CH:18][C:17]([C:20](O)=[O:21])=[CH:16][CH:15]=1.[NH2:23][C:24]1[CH:25]=[C:26]([CH:38]=[CH:39][CH:40]=1)[CH2:27][NH:28][C:29]([NH:31][C:32]1[CH:37]=[CH:36][CH:35]=[CH:34][CH:33]=1)=[O:30]. (4) The reactants are: [Cl:1][C:2]1[C:13]2[CH2:12][CH2:11][N:10]([CH3:14])[CH2:9][CH2:8][N:7](N)[C:6]=2[CH:5]=[CH:4][CH:3]=1.[C:16]1(=O)[CH2:22][CH2:21][CH2:20][CH2:19][CH2:18][CH2:17]1.O.C1(C)C=CC(S(O)(=O)=O)=CC=1. Given the product [Cl:1][C:2]1[C:13]2[CH2:12][CH2:11][N:10]([CH3:14])[CH2:9][CH2:8][N:7]3[C:6]=2[C:5]([C:16]2[CH2:22][CH2:21][CH2:20][CH2:19][CH2:18][C:17]=23)=[CH:4][CH:3]=1, predict the reactants needed to synthesize it.